From a dataset of Reaction yield outcomes from USPTO patents with 853,638 reactions. Predict the reaction yield, written as a fraction of the theoretical maximum amount of product (1.0 means a 100% yield; for example, 0.34 means a 34% yield). (1) The reactants are Cl[C:2]1[N:10]=[CH:9][N:8]=[C:7]2[C:3]=1[N:4]=[CH:5][N:6]2[CH2:11][N:12]1[CH2:16][CH:15]([CH2:17][CH2:18][CH3:19])[CH2:14][C:13]1=[O:20].[CH:21]1([NH2:24])[CH2:23][CH2:22]1.C([O-])(O)=O.[Na+]. The catalyst is C1COCC1. The product is [CH:21]1([NH:24][C:2]2[N:10]=[CH:9][N:8]=[C:7]3[C:3]=2[N:4]=[CH:5][N:6]3[CH2:11][N:12]2[CH2:16][CH:15]([CH2:17][CH2:18][CH3:19])[CH2:14][C:13]2=[O:20])[CH2:23][CH2:22]1. The yield is 0.540. (2) The reactants are [CH3:1][N:2]1[CH2:7][CH2:6][CH:5]([N:8]2[C:16]3[C:11](=[CH:12][C:13]([NH2:17])=[CH:14][CH:15]=3)[CH:10]=[CH:9]2)[CH2:4][CH2:3]1.I.CS[C:21]([C:23]1[S:24][CH:25]=[CH:26][CH:27]=1)=[NH:22]. The catalyst is C(O)C. The product is [CH3:1][N:2]1[CH2:7][CH2:6][CH:5]([N:8]2[C:16]3[C:11](=[CH:12][C:13]([NH:17][C:21]([C:23]4[S:24][CH:25]=[CH:26][CH:27]=4)=[NH:22])=[CH:14][CH:15]=3)[CH:10]=[CH:9]2)[CH2:4][CH2:3]1. The yield is 0.562.